This data is from Forward reaction prediction with 1.9M reactions from USPTO patents (1976-2016). The task is: Predict the product of the given reaction. (1) Given the reactants [Cl:1][C:2]1[CH:27]=[C:26]([Cl:28])[CH:25]=[CH:24][C:3]=1[O:4][C:5]1[CH:10]=[CH:9][CH:8]=[CH:7][C:6]=1[NH:11][S:12]([C:15]1[CH:23]=[CH:22][C:18]([C:19](O)=[O:20])=[CH:17][CH:16]=1)(=[O:14])=[O:13].[C:29]([O:33][C:34]([N:36]1[CH2:41][CH2:40][CH:39]([CH2:42][CH2:43][NH:44][C:45](=[O:48])[CH2:46][NH2:47])[CH2:38][CH2:37]1)=[O:35])([CH3:32])([CH3:31])[CH3:30], predict the reaction product. The product is: [C:29]([O:33][C:34]([N:36]1[CH2:41][CH2:40][CH:39]([CH2:42][CH2:43][NH:44][C:45](=[O:48])[CH2:46][NH:47][C:19](=[O:20])[C:18]2[CH:17]=[CH:16][C:15]([S:12](=[O:13])(=[O:14])[NH:11][C:6]3[CH:7]=[CH:8][CH:9]=[CH:10][C:5]=3[O:4][C:3]3[CH:24]=[CH:25][C:26]([Cl:28])=[CH:27][C:2]=3[Cl:1])=[CH:23][CH:22]=2)[CH2:38][CH2:37]1)=[O:35])([CH3:31])([CH3:30])[CH3:32]. (2) Given the reactants [CH:1]1([C:4]2[CH:5]=[N:6][C:7]([N:14]([C:21]3[CH:22]=[C:23]4[C:27](=[CH:28][CH:29]=3)[N:26]([CH2:30][C:31]3[CH:36]=[CH:35][C:34]([F:37])=[CH:33][CH:32]=3)[CH:25]=[CH:24]4)C(=O)C(F)(F)F)=[C:8]([CH:13]=2)[C:9]([O:11]C)=[O:10])[CH2:3][CH2:2]1.[OH-].[Na+], predict the reaction product. The product is: [CH:1]1([C:4]2[CH:5]=[N:6][C:7]([NH:14][C:21]3[CH:22]=[C:23]4[C:27](=[CH:28][CH:29]=3)[N:26]([CH2:30][C:31]3[CH:32]=[CH:33][C:34]([F:37])=[CH:35][CH:36]=3)[CH:25]=[CH:24]4)=[C:8]([CH:13]=2)[C:9]([OH:11])=[O:10])[CH2:3][CH2:2]1.